From a dataset of Reaction yield outcomes from USPTO patents with 853,638 reactions. Predict the reaction yield, written as a fraction of the theoretical maximum amount of product (1.0 means a 100% yield; for example, 0.34 means a 34% yield). (1) The reactants are [CH3:1][O:2][C:3]1[CH:9]=[C:8]([CH3:10])[C:6]([NH2:7])=[C:5]([CH3:11])[C:4]=1[CH3:12].C(N(CC)CC)C.[C:20](O[C:20]([O:22][C:23]([CH3:26])([CH3:25])[CH3:24])=[O:21])([O:22][C:23]([CH3:26])([CH3:25])[CH3:24])=[O:21]. The catalyst is C1COCC1. The product is [CH3:1][O:2][C:3]1[CH:9]=[C:8]([CH3:10])[C:6]([NH:7][C:20](=[O:21])[O:22][C:23]([CH3:26])([CH3:25])[CH3:24])=[C:5]([CH3:11])[C:4]=1[CH3:12]. The yield is 0.750. (2) The reactants are [CH2:1]([C:3]1[CH:31]=[CH:30][C:6]([O:7][C:8]2[CH:28]=[CH:27][C:11]([O:12][CH2:13][CH2:14][CH2:15][N:16]3C(=O)C4C(=CC=CC=4)C3=O)=[CH:10][C:9]=2[F:29])=[C:5]([OH:32])[CH:4]=1)[CH3:2].O.NN.Cl. The catalyst is CO. The product is [NH2:16][CH2:15][CH2:14][CH2:13][O:12][C:11]1[CH:27]=[CH:28][C:8]([O:7][C:6]2[CH:30]=[CH:31][C:3]([CH2:1][CH3:2])=[CH:4][C:5]=2[OH:32])=[C:9]([F:29])[CH:10]=1. The yield is 0.440. (3) The reactants are [C:1]([C:5]1[NH:6][C:7]2[C:12]([CH:13]=1)=[CH:11][C:10]([N+:14]([O-])=O)=[CH:9][C:8]=2[F:17])([CH3:4])([CH3:3])[CH3:2]. The catalyst is CO.[Ni]. The product is [C:1]([C:5]1[NH:6][C:7]2[C:12]([CH:13]=1)=[CH:11][C:10]([NH2:14])=[CH:9][C:8]=2[F:17])([CH3:4])([CH3:2])[CH3:3]. The yield is 0.240.